From a dataset of Reaction yield outcomes from USPTO patents with 853,638 reactions. Predict the reaction yield, written as a fraction of the theoretical maximum amount of product (1.0 means a 100% yield; for example, 0.34 means a 34% yield). The reactants are O=S(Cl)Cl.[C:5]([C:9]1[NH:10][C:11]2[C:16]([CH:17]=1)=[CH:15][C:14]([N+:18]([O-:20])=[O:19])=[CH:13][C:12]=2[C:21]([OH:23])=[O:22])([CH3:8])([CH3:7])[CH3:6].[CH3:24]O. No catalyst specified. The product is [C:5]([C:9]1[NH:10][C:11]2[C:16]([CH:17]=1)=[CH:15][C:14]([N+:18]([O-:20])=[O:19])=[CH:13][C:12]=2[C:21]([O:23][CH3:24])=[O:22])([CH3:8])([CH3:6])[CH3:7]. The yield is 0.700.